The task is: Predict the reactants needed to synthesize the given product.. This data is from Full USPTO retrosynthesis dataset with 1.9M reactions from patents (1976-2016). (1) Given the product [CH3:25][O:24][C:23]1[C:14]([O:13][CH:55]2[CH2:60][CH2:59][N:58]([CH3:61])[CH2:57][CH2:56]2)=[C:15]2[C:20](=[CH:21][CH:22]=1)[N:19]=[CH:18][NH:17][C:16]2=[O:34], predict the reactants needed to synthesize it. The reactants are: N(C(OC(C)(C)C)=O)=NC([O-])=O.[OH:13][C:14]1[C:23]([O:24][CH3:25])=[CH:22][CH:21]=[C:20]2[C:15]=1[C:16](=[O:34])[N:17](COC(=O)C(C)(C)C)[CH:18]=[N:19]2.C1(P(C2C=CC=CC=2)C2C=CC=CC=2)C=CC=CC=1.O[CH:55]1[CH2:60][CH2:59][N:58]([CH3:61])[CH2:57][CH2:56]1.N. (2) Given the product [CH3:49][O:50][C:8](=[O:9])[C@H:7]([CH3:31])[CH2:6][CH2:5][O:4][CH2:1][CH:2]=[CH2:3], predict the reactants needed to synthesize it. The reactants are: [CH2:1]([O:4][CH2:5][CH2:6][C@@H:7]([CH3:31])[C:8](N1[C@H](C(C)C)C(C2C=CC=CC=2)(C2C=CC=CC=2)OC1=O)=[O:9])[CH:2]=[CH2:3].[Br-].[Li+].C1CCN2C(=NCCC2)CC1.[Cl-].[NH4+].C1C[O:50][CH2:49]C1. (3) Given the product [Br:1][C:2]1[C:6]([C:7]([O:9][CH2:10][CH3:11])=[O:8])=[C:5]([N:14]2[CH2:19][CH2:18][O:17][CH2:16][CH2:15]2)[N:4]([CH3:13])[N:3]=1, predict the reactants needed to synthesize it. The reactants are: [Br:1][C:2]1[C:6]([C:7]([O:9][CH2:10][CH3:11])=[O:8])=[C:5](Br)[N:4]([CH3:13])[N:3]=1.[NH:14]1[CH2:19][CH2:18][O:17][CH2:16][CH2:15]1. (4) Given the product [CH3:2][C:3]1([CH2:13][C:14]([O:16][CH2:17][CH3:18])=[O:15])[CH2:4][CH2:5][C:6](=[O:7])[CH2:11][CH2:12]1, predict the reactants needed to synthesize it. The reactants are: O.[CH3:2][C:3]1([CH2:13][C:14]([O:16][CH2:17][CH3:18])=[O:15])[CH2:12][CH2:11][C:6]2(OCC[O:7]2)[CH2:5][CH2:4]1. (5) Given the product [N:11]1[C:10]2[C:5](=[N:6][CH:7]=[CH:8][CH:9]=2)[S:4][C:3]=1[CH2:2][N:15]1[CH2:14][CH2:13][N:12]([C:18]2[CH:19]=[CH:20][C:21]([OH:24])=[CH:22][CH:23]=2)[CH2:17][CH2:16]1, predict the reactants needed to synthesize it. The reactants are: Cl[CH2:2][C:3]1[S:4][C:5]2[C:10]([N:11]=1)=[CH:9][CH:8]=[CH:7][N:6]=2.[N:12]1([C:18]2[CH:23]=[CH:22][C:21]([OH:24])=[CH:20][CH:19]=2)[CH2:17][CH2:16][NH:15][CH2:14][CH2:13]1.CC(=O)OCC. (6) Given the product [C:3]([OH:5])([C:2]([F:7])([F:6])[F:1])=[O:4].[I:8][C:9]1[S:10][C:11]2[CH:17]=[CH:16][CH:15]=[C:14]([O:18][C:19]3[CH:24]=[C:23]([C:25]4[CH:26]=[CH:27][C:28]([C:31]([F:34])([F:32])[F:33])=[CH:29][CH:30]=4)[N:22]=[CH:21][N:20]=3)[C:12]=2[N:13]=1.[F:66][C:43]([F:42])([F:67])[C:44]1[CH:49]=[CH:48][C:47]([C:50]2[N:55]=[CH:54][N:53]=[C:52]([O:56][C:57]3[C:62]4[N:63]=[CH:64][S:65][C:61]=4[CH:60]=[CH:59][CH:58]=3)[CH:51]=2)=[CH:46][CH:45]=1, predict the reactants needed to synthesize it. The reactants are: [F:1][C:2]([F:7])([F:6])[C:3]([OH:5])=[O:4].[I:8][C:9]1[S:10][C:11]2[CH:17]=[CH:16][CH:15]=[C:14]([O:18][C:19]3[CH:24]=[C:23]([C:25]4[CH:30]=[CH:29][C:28]([C:31]([F:34])([F:33])[F:32])=[CH:27][CH:26]=4)[N:22]=[CH:21][N:20]=3)[C:12]=2[N:13]=1.FC(F)(F)C(O)=O.[F:42][C:43]([F:67])([F:66])[C:44]1[CH:49]=[CH:48][C:47]([C:50]2[N:55]=[CH:54][N:53]=[C:52]([O:56][C:57]3[C:62]4[N:63]=[CH:64][S:65][C:61]=4[CH:60]=[CH:59][CH:58]=3)[CH:51]=2)=[CH:46][CH:45]=1.FC(F)(F)C1C=CC(C2N=CN=C(OC3C4N=C(N)SC=4C=CC=3)C=2)=CC=1.N(OCCC(C)C)=O.[I-].[Cs+].